This data is from Peptide-MHC class II binding affinity with 134,281 pairs from IEDB. The task is: Regression. Given a peptide amino acid sequence and an MHC pseudo amino acid sequence, predict their binding affinity value. This is MHC class II binding data. (1) The peptide sequence is GELRIVDKIDAAFKI. The MHC is DRB1_0404 with pseudo-sequence DRB1_0404. The binding affinity (normalized) is 0.501. (2) The peptide sequence is DIDLGRNEVVNDVST. The MHC is DRB4_0101 with pseudo-sequence DRB4_0103. The binding affinity (normalized) is 0.240. (3) The peptide sequence is TDTTPFGQQRVFKEK. The MHC is DRB4_0101 with pseudo-sequence DRB4_0103. The binding affinity (normalized) is 0.217. (4) The peptide sequence is GGRSLTDLLRALGAQ. The MHC is DRB1_0404 with pseudo-sequence DRB1_0404. The binding affinity (normalized) is 0.385. (5) The peptide sequence is GRFYIQMCTELKLSDYEG. The MHC is DRB1_0701 with pseudo-sequence DRB1_0701. The binding affinity (normalized) is 0.437. (6) The peptide sequence is LCHLITKETPDRLTD. The MHC is DRB1_0301 with pseudo-sequence DRB1_0301. The binding affinity (normalized) is 0.610. (7) The peptide sequence is RLEDEMKEGRYEVRA. The MHC is DRB1_0405 with pseudo-sequence DRB1_0405. The binding affinity (normalized) is 0.